This data is from Catalyst prediction with 721,799 reactions and 888 catalyst types from USPTO. The task is: Predict which catalyst facilitates the given reaction. (1) Reactant: [CH:1]1([C:7]2[C:8]3[CH:9]=[CH:10][C:11]([C:34]([O:36]C)=[O:35])=[CH:12][C:13]=3[N:14]3[CH2:21][CH2:20][N:19]([CH2:22][CH2:23][N:24]4[CH2:29][CH2:28][O:27][CH2:26][CH2:25]4)[CH2:18][C:17]4[CH:30]=[CH:31][CH:32]=[CH:33][C:16]=4[C:15]=23)[CH2:6][CH2:5][CH2:4][CH2:3][CH2:2]1. Product: [CH:1]1([C:7]2[C:8]3[CH:9]=[CH:10][C:11]([C:34]([OH:36])=[O:35])=[CH:12][C:13]=3[N:14]3[CH2:21][CH2:20][N:19]([CH2:22][CH2:23][N:24]4[CH2:29][CH2:28][O:27][CH2:26][CH2:25]4)[CH2:18][C:17]4[CH:30]=[CH:31][CH:32]=[CH:33][C:16]=4[C:15]=23)[CH2:6][CH2:5][CH2:4][CH2:3][CH2:2]1. The catalyst class is: 702. (2) Reactant: [CH3:1][O:2][C:3]1[CH:4]=[C:5](B(O)O)[CH:6]=[CH:7][CH:8]=1.C(=O)([O-])[O-].[Na+].[Na+].Br[C:19]1[CH:20]=[N:21][CH:22]=[CH:23][CH:24]=1. Product: [CH3:1][O:2][C:3]1[CH:4]=[C:5]([C:19]2[CH:20]=[N:21][CH:22]=[CH:23][CH:24]=2)[CH:6]=[CH:7][CH:8]=1. The catalyst class is: 6. (3) Reactant: [CH2:1]([O:8][C:9](=[O:15])[NH:10][CH2:11][C@H:12]1[CH2:14][O:13]1)[C:2]1[CH:7]=[CH:6][CH:5]=[CH:4][CH:3]=1.[C:16]([O:20][C:21](=[O:27])[NH:22][CH:23]1[CH2:26][NH:25][CH2:24]1)([CH3:19])([CH3:18])[CH3:17].[O-]S([O-])(=O)=O.[Mg+2]. Product: [C:16]([O:20][C:21](=[O:27])[NH:22][CH:23]1[CH2:26][N:25]([CH2:14][CH:12]([OH:13])[CH2:11][NH:10][C:9]([O:8][CH2:1][C:2]2[CH:7]=[CH:6][CH:5]=[CH:4][CH:3]=2)=[O:15])[CH2:24]1)([CH3:19])([CH3:17])[CH3:18]. The catalyst class is: 5. (4) Product: [BrH:25].[BrH:25].[BrH:25].[N:21]1[CH:22]=[CH:23][CH:24]=[C:19]([CH2:18][N:14]2[CH2:13][C@H:12]3[CH2:17][C@@H:15]2[CH2:16][NH:11]3)[CH:20]=1. The catalyst class is: 15. Reactant: CC1C=CC(S([N:11]2[CH2:16][C@H:15]3[CH2:17][C@@H:12]2[CH2:13][N:14]3[CH2:18][C:19]2[CH:20]=[N:21][CH:22]=[CH:23][CH:24]=2)(=O)=O)=CC=1.[BrH:25].C(O)(=O)C. (5) Reactant: C(OC([N:8]1[C:16]2[C:11](=[CH:12][C:13]([C:17]3[C:26]([N:27]4[CH2:31][CH2:30][CH2:29][C@@H:28]4[CH3:32])=[N:25][C:24]4[C:19](=[CH:20][C:21]([O:37][CH3:38])=[C:22]([C:33]([O:35][CH3:36])=[O:34])[CH:23]=4)[N:18]=3)=[CH:14][CH:15]=2)[CH:10]=[N:9]1)=O)(C)(C)C.FC(F)(F)C(O)=O.C(=O)(O)[O-].[Na+]. Product: [NH:8]1[C:16]2[C:11](=[CH:12][C:13]([C:17]3[C:26]([N:27]4[CH2:31][CH2:30][CH2:29][C@@H:28]4[CH3:32])=[N:25][C:24]4[C:19](=[CH:20][C:21]([O:37][CH3:38])=[C:22]([C:33]([O:35][CH3:36])=[O:34])[CH:23]=4)[N:18]=3)=[CH:14][CH:15]=2)[CH:10]=[N:9]1. The catalyst class is: 4. (6) Reactant: [CH3:1][O:2][C:3]1[C:4]([N+:16]([O-])=O)=[C:5]([CH:13]=[CH:14][CH:15]=1)[NH:6][CH2:7][CH2:8][CH2:9][CH2:10][O:11][CH3:12]. Product: [CH3:1][O:2][C:3]1[C:4]([NH2:16])=[C:5]([NH:6][CH2:7][CH2:8][CH2:9][CH2:10][O:11][CH3:12])[CH:13]=[CH:14][CH:15]=1. The catalyst class is: 129. (7) Reactant: [NH2:1][C:2]1[CH:20]=[CH:19][C:5]([O:6][C@@H:7]2[CH2:11][CH2:10][N:9]([C:12]([O:14][C:15]([CH3:18])([CH3:17])[CH3:16])=[O:13])[CH2:8]2)=[C:4]([O:21][CH3:22])[CH:3]=1.[CH:23]1([C:26]2[CH:38]=[CH:37][C:29]([O:30][C:31](=[CH:35][CH3:36])[C:32](O)=[O:33])=[CH:28][CH:27]=2)[CH2:25][CH2:24]1.C(N(CC)CC)C.O.N1(O)C2C=CC=CC=2N=N1.C(Cl)CCl. Product: [CH:23]1([C:26]2[CH:38]=[CH:37][C:29]([O:30][C:31](=[CH:35][CH3:36])[C:32]([NH:1][C:2]3[CH:20]=[CH:19][C:5]([O:6][C@@H:7]4[CH2:11][CH2:10][N:9]([C:12]([O:14][C:15]([CH3:17])([CH3:18])[CH3:16])=[O:13])[CH2:8]4)=[C:4]([O:21][CH3:22])[CH:3]=3)=[O:33])=[CH:28][CH:27]=2)[CH2:25][CH2:24]1. The catalyst class is: 10. (8) Reactant: [Cl:1][C:2]1[N:7]=[C:6]([O:8][C:9]([CH3:14])([CH3:13])[C:10]([OH:12])=O)[CH:5]=[CH:4][CH:3]=1.[NH2:15][C:16]1[C:21]([NH2:22])=[CH:20][CH:19]=[CH:18][N:17]=1.CCN=C=NCCCN(C)C. Product: [NH2:22][C:21]1[C:16]([NH:15][C:10](=[O:12])[C:9]([O:8][C:6]2[CH:5]=[CH:4][CH:3]=[C:2]([Cl:1])[N:7]=2)([CH3:14])[CH3:13])=[N:17][CH:18]=[CH:19][CH:20]=1. The catalyst class is: 3. (9) Reactant: [NH:1]1[CH2:6][CH2:5][CH:4]([NH:7][C:8]2[O:9][C:10]3[C:11]([CH2:17][OH:18])=[N:12][CH:13]=[CH:14][C:15]=3[N:16]=2)[CH2:3][CH2:2]1.[CH2:19]([O:21][C:22]1[CH:23]=[C:24]([CH:27]=[C:28]([O:35][CH2:36][CH3:37])[C:29]=1[N:30]1[CH:34]=[N:33][CH:32]=[N:31]1)[CH:25]=O)[CH3:20].C([BH3-])#N.[Na+].C(N(C(C)C)C(C)C)C. Product: [CH2:36]([O:35][C:28]1[CH:27]=[C:24]([CH:23]=[C:22]([O:21][CH2:19][CH3:20])[C:29]=1[N:30]1[CH:34]=[N:33][CH:32]=[N:31]1)[CH2:25][N:1]1[CH2:2][CH2:3][CH:4]([NH:7][C:8]2[O:9][C:10]3[C:11]([CH2:17][OH:18])=[N:12][CH:13]=[CH:14][C:15]=3[N:16]=2)[CH2:5][CH2:6]1)[CH3:37]. The catalyst class is: 212.